From a dataset of Experimentally validated miRNA-target interactions with 360,000+ pairs, plus equal number of negative samples. Binary Classification. Given a miRNA mature sequence and a target amino acid sequence, predict their likelihood of interaction. (1) The miRNA is hsa-miR-3139 with sequence UAGGAGCUCAACAGAUGCCUGUU. The protein sequence of the target gene is MLPSTSVNSLVQGNGVLNSRDAARHTAGAKRYKYLRRLFRFRQMDFEFAAWQMLYLFTSPQRVYRNFHYRKQTKDQWARDDPAFLVLLSIWLCVSTIGFGFVLDMGFFETIKLLLWVVLIDCVGVGLLIATLMWFISNKYLVKRQSRDYDVEWGYAFDVHLNAFYPLLVILHFIQLFFINHVILTDTFIGYLVGNTLWLVAVGYYIYVTFLGYSALPFLKNTVILLYPFAPLILLYGLSLALGWNFTHTLCSFYKYRVK. Result: 0 (no interaction). (2) The miRNA is hsa-miR-548as-3p with sequence UAAAACCCACAAUUAUGUUUGU. The protein sequence of the target gene is MPGVIPSESNGLSRGSPSKKNRLSLKFFQKKETKRALDFTDSQENEEKTSEYRGSEIDQVVPAAQSSPVSCEKRENLLPFVGLNNLGNTCYLNSILQVLYFCPGFKTGVKHLFNIISRKKEALKDDSNQKDKGSCKEESLASYELICSLQSLIISVEQLQASFLLNPEKYTDELATQPRRLLNTLRELNPMYEGFLQHDAQEVLQCILGNIQETCQLLKKEEIKNLAELSGKVEEQSLQKEETGGITSTEIDSMRNTEDVKEQLPKGNWKRKSDSESSNVKKKVKLSRESQPLEENQRQT.... Result: 0 (no interaction). (3) The miRNA is hsa-miR-24-1-5p with sequence UGCCUACUGAGCUGAUAUCAGU. The protein sequence of the target gene is MNRPLSAEAEEELEWQVASRRRKAWAKCRSSWQASETEDLSTETTTQDEDEDDEEDLPGTKLPAPAGRGNVPNEKIAIWLKDCRTPLGASLDEQSSGTPKGVLVRNGGSFEDDLSLGAEANHLHEPDAQVENCNNILAKERRLQFHQKGRSMNSTGSGKSSGTVSSVSELLELYEEDPEEILYNLGFGRDEPDIASKIPSRFFNSSSFARGIDIKVFLSAQMQRMEVENPNYALTSRFRQIEVLTTVANAFSSLYSQVSGTPLQRIGSMSSVTSTKEVADSPPPLTRSNTANRLMKTLSK.... Result: 0 (no interaction). (4) The miRNA is mmu-miR-466f-3p with sequence CAUACACACACACAUACACAC. The protein sequence of the target gene is MHRTTRIKITELNPHLMCALCGGYFIDATTIVECLHSFCKTCIVRYLETNKYCPMCDVQVHKTRPLLSIRSDKTLQDIVYKLVPGLFKDEMKRRRDFYAAYPLTEVPNGSNEDRGEVLEQEKGALGDDEIVSLSIEFYEGVRDREEKKNLTENGDGDKEKTGVRFLRCPAAMTVMHLAKFLRNKMDVPSKYKVEILYEDEPLKEYYTLMDIAYIYPWRRNGPLPLKYRVQPACKRLTLPTVPTPSEGTNTSGASECESVSDKAPSPATLPATSSSLPSPATPSHGSPSSHGPPATHPTSP.... Result: 1 (interaction). (5) The miRNA is mmu-miR-5135 with sequence AGGUCUAGGUGGCAAGGGCGUCCU. The protein sequence of the target gene is MLLVLLSVVLLALSSAQSTDNDVNYEDFTFTIPDVEDSSQRPDQGPQRPPPEGLLPRPPGDSGNQDDGPQQRPPKPGGHHRHPPPPPFQNQQRPPRRGHRQLSLPRFPSVSLQEASSFFQRDRPARHPQEQPLW. Result: 0 (no interaction). (6) The miRNA is hsa-miR-3652 with sequence CGGCUGGAGGUGUGAGGA. The protein sequence of the target gene is MSAQAQMRALLDQLMGTARDGDETRQRVKFTDDRVCKSHLLDCCPHDILAGTRMDLGECTKIHDLALRADYEIASKERDLFFELDAMDHLESFIAECDRRTELAKKRLAETQEEISAEVSAKAEKVHELNEEIGKLLAKAEQLGAEGNVDESQKILMEVEKVRAKKKEAEEEYRNSMPASSFQQQKLRVCEVCSAYLGLHDNDRRLADHFGGKLHLGFIQIREKLDQLRKTVAEKQEKRNQDRLRRREEREREERLSRRSGSRTRDRRRSRSRDRRRRRSRSTSRERRKLSRSRSRDRHR.... Result: 1 (interaction). (7) The miRNA is hsa-miR-1297 with sequence UUCAAGUAAUUCAGGUG. The protein sequence of the target gene is MLSLSPILLYTCEMFQDPVAFKDVAVNFTQEEWALLDISQKNLYREVMLETFWNLTSIGKKWKDQNIEYEYQNPRRNFRSVTEEKVNEIKEDSHCGETFTPVPDDRLNFQKKKASPEVKSCDSFVCEVGLGNSSSNMNIRGDTGHKACECQEYGPKPWKSQQPKKAFRYHPSLRTQERDHTGKKPYACKECGKNIIYHSSIQRHMVVHSGDGPYKCKFCGKAFHCLSLYLIHERTHTGEKPYECKQCGKSFSYSATHRIHERTHIGEKPYECQECGKAFHSPRSCHRHERSHMGEKAYQC.... Result: 0 (no interaction).